From a dataset of Catalyst prediction with 721,799 reactions and 888 catalyst types from USPTO. Predict which catalyst facilitates the given reaction. (1) Reactant: [H-].[Al+3].[Li+].[H-].[H-].[H-].S(C1C=CC(C)=CC=1)(O[CH2:11][CH:12]([CH3:23])[CH:13]([OH:22])[CH2:14][C:15]1[CH:20]=[CH:19][CH:18]=[CH:17][C:16]=1[F:21])(=O)=O.O.O.O.O.O.O.O.O.O.O.[O-]S([O-])(=O)=O.[Na+].[Na+]. Product: [F:21][C:16]1[CH:17]=[CH:18][CH:19]=[CH:20][C:15]=1[CH2:14][CH:13]([OH:22])[CH:12]([CH3:11])[CH3:23]. The catalyst class is: 1. (2) Reactant: Br[C:2]1[CH:3]=[C:4]([CH:8]([OH:25])[CH:9]([C:17]2[CH:22]=[CH:21][C:20]([Cl:23])=[C:19]([Cl:24])[CH:18]=2)[CH2:10][NH:11][C:12](=O)OCC)[CH:5]=[CH:6][CH:7]=1.B.[CH2:27]1COC[CH2:28]1.Cl.C([O-])(O)=O.[Na+]. Product: [Cl:24][C:19]1[CH:18]=[C:17]([C@@H:9]([CH2:10][NH:11][CH3:12])[C@@H:8]([C:4]2[CH:5]=[CH:6][CH:7]=[C:2]([CH2:27][CH3:28])[CH:3]=2)[OH:25])[CH:22]=[CH:21][C:20]=1[Cl:23]. The catalyst class is: 396. (3) Reactant: [Br:1][C:2]1[CH:3]=[C:4]([C:12]([OH:14])=O)[C:5]2[C:10]([CH:11]=1)=[CH:9][CH:8]=[CH:7][CH:6]=2.Cl.[CH3:16][NH:17][O:18][CH3:19].Cl.C(N=C=NCCCN(C)C)C.ON1C2C=CC=CC=2N=N1. Product: [Br:1][C:2]1[CH:3]=[C:4]([C:12]([N:17]([O:18][CH3:19])[CH3:16])=[O:14])[C:5]2[C:10]([CH:11]=1)=[CH:9][CH:8]=[CH:7][CH:6]=2. The catalyst class is: 851. (4) Reactant: C(Cl)(=O)C(Cl)=O.[O:7]1[CH2:12][CH2:11][O:10][CH2:9][CH:8]1[C:13]([OH:15])=O.Cl.[CH3:17][NH:18][O:19][CH3:20]. The catalyst class is: 120. Product: [CH3:20][O:19][N:18]([CH3:17])[C:13]([CH:8]1[CH2:9][O:10][CH2:11][CH2:12][O:7]1)=[O:15]. (5) Reactant: [N:1]1[CH:6]=[CH:5][N:4]=[CH:3][C:2]=1[C:7]1[CH:14]=[CH:13][CH:12]=[CH:11][C:8]=1[CH:9]=[O:10].[BH4-].[Na+]. Product: [N:1]1[CH:6]=[CH:5][N:4]=[CH:3][C:2]=1[C:7]1[CH:14]=[CH:13][CH:12]=[CH:11][C:8]=1[CH2:9][OH:10]. The catalyst class is: 5. (6) Product: [O:3]1[CH2:4][CH2:5][CH2:6][O:1][CH:2]1[C:7]1[CH:12]=[CH:11][C:10]([C:13]2[S:14][C:15]3[C:20]([N:21]=2)=[CH:19][CH:18]=[C:17]([C:22]([C:27]2[CH:28]=[CH:29][CH:30]=[CH:31][CH:32]=2)([CH2:23][CH2:24][CH:25]=[CH2:26])[CH2:47][CH:46]=[CH2:45])[N:16]=3)=[C:9]([F:33])[CH:8]=1. The catalyst class is: 3. Reactant: [O:1]1[CH2:6][CH2:5][CH2:4][O:3][CH:2]1[C:7]1[CH:12]=[CH:11][C:10]([C:13]2[S:14][C:15]3[C:20]([N:21]=2)=[CH:19][CH:18]=[C:17]([CH:22]([C:27]2[CH:32]=[CH:31][CH:30]=[CH:29][CH:28]=2)[CH2:23][CH2:24][CH:25]=[CH2:26])[N:16]=3)=[C:9]([F:33])[CH:8]=1.C[Si]([N-][Si](C)(C)C)(C)C.[Na+].O1C[CH2:47][CH2:46][CH2:45]1.C(I)C=C.